Dataset: Full USPTO retrosynthesis dataset with 1.9M reactions from patents (1976-2016). Task: Predict the reactants needed to synthesize the given product. (1) Given the product [Cl:3][C:14]1[N:19]2[C:20]3[CH:26]=[CH:25][C:24]([CH3:27])=[N:23][C:21]=3[N:22]=[C:18]2[C:17]([C:28]#[N:29])=[C:16]([CH3:30])[C:15]=1[C:31]1[CH:36]=[CH:35][CH:34]=[CH:33][CH:32]=1, predict the reactants needed to synthesize it. The reactants are: P(Cl)(Cl)([Cl:3])=O.C(N(CC)CC)C.O[C:14]1[N:19]2[C:20]3[CH:26]=[CH:25][C:24]([CH3:27])=[N:23][C:21]=3[N:22]=[C:18]2[C:17]([C:28]#[N:29])=[C:16]([CH3:30])[C:15]=1[C:31]1[CH:36]=[CH:35][CH:34]=[CH:33][CH:32]=1. (2) Given the product [Br:1][C:2]1[C:3]([NH:10][C:11]2[CH:12]=[CH:13][C:14]([C:17]([CH3:21])([CH3:20])[C:18]#[N:19])=[CH:15][CH:16]=2)=[N:4][C:5]([Cl:8])=[N:6][CH:7]=1, predict the reactants needed to synthesize it. The reactants are: [Br:1][C:2]1[C:3](Cl)=[N:4][C:5]([Cl:8])=[N:6][CH:7]=1.[NH2:10][C:11]1[CH:16]=[CH:15][C:14]([C:17]([CH3:21])([CH3:20])[C:18]#[N:19])=[CH:13][CH:12]=1.C(N(C(C)C)CC)(C)C. (3) The reactants are: [OH:1][CH:2]([C:37]1[CH:42]=[CH:41][CH:40]=[CH:39][CH:38]=1)[CH2:3][CH2:4][CH2:5][N:6]1[CH2:36][CH2:35][C:9]2([N:13]([C:14]3[CH:19]=[CH:18][CH:17]=[CH:16][CH:15]=3)[CH2:12][N:11]([CH2:20][C:21]3[CH:22]=[C:23]([CH:31]=[CH:32][CH:33]=3)[C:24]([O:26]C(C)(C)C)=[O:25])[C:10]2=[O:34])[CH2:8][CH2:7]1. Given the product [OH:1][CH:2]([C:37]1[CH:42]=[CH:41][CH:40]=[CH:39][CH:38]=1)[CH2:3][CH2:4][CH2:5][N:6]1[CH2:7][CH2:8][C:9]2([N:13]([C:14]3[CH:15]=[CH:16][CH:17]=[CH:18][CH:19]=3)[CH2:12][N:11]([CH2:20][C:21]3[CH:22]=[C:23]([CH:31]=[CH:32][CH:33]=3)[C:24]([OH:26])=[O:25])[C:10]2=[O:34])[CH2:35][CH2:36]1, predict the reactants needed to synthesize it.